This data is from Catalyst prediction with 721,799 reactions and 888 catalyst types from USPTO. The task is: Predict which catalyst facilitates the given reaction. Reactant: [C:1](OC(=O)C)(=[O:3])[CH3:2].[NH2:8][C:9]1[CH:10]=[C:11]([S:15][C:16]2[C:24]3[C:23](=[O:25])[N:22]([CH3:26])[C:21](=[O:27])[N:20]([CH2:28][CH:29]([CH3:31])[CH3:30])[C:19]=3[S:18][C:17]=2[CH2:32][C:33]2[C:42]3[C:37](=[CH:38][CH:39]=[CH:40][CH:41]=3)[CH:36]=[CH:35][CH:34]=2)[CH:12]=[CH:13][CH:14]=1.C(N(CC)CC)C. Product: [C:1]([NH:8][C:9]1[CH:10]=[C:11]([S:15][C:16]2[C:24]3[C:23](=[O:25])[N:22]([CH3:26])[C:21](=[O:27])[N:20]([CH2:28][CH:29]([CH3:30])[CH3:31])[C:19]=3[S:18][C:17]=2[CH2:32][C:33]2[C:42]3[C:37](=[CH:38][CH:39]=[CH:40][CH:41]=3)[CH:36]=[CH:35][CH:34]=2)[CH:12]=[CH:13][CH:14]=1)(=[O:3])[CH3:2]. The catalyst class is: 4.